This data is from Catalyst prediction with 721,799 reactions and 888 catalyst types from USPTO. The task is: Predict which catalyst facilitates the given reaction. (1) Reactant: [C:1]([C:3]([C:6]1[CH:7]=[C:8]([CH:29]=[CH:30][CH:31]=1)[C:9]([NH:11][C:12]1[CH:17]=[CH:16][CH:15]=[C:14]([O:18][C:19]2[CH:24]=[CH:23][C:22]([N+:25]([O-])=O)=[CH:21][C:20]=2[F:28])[CH:13]=1)=[O:10])([CH3:5])[CH3:4])#[N:2].[Cl-].[Ca+2].[Cl-].O. Product: [NH2:25][C:22]1[CH:23]=[CH:24][C:19]([O:18][C:14]2[CH:13]=[C:12]([NH:11][C:9](=[O:10])[C:8]3[CH:29]=[CH:30][CH:31]=[C:6]([C:3]([C:1]#[N:2])([CH3:5])[CH3:4])[CH:7]=3)[CH:17]=[CH:16][CH:15]=2)=[C:20]([F:28])[CH:21]=1. The catalyst class is: 8. (2) Reactant: C[O-].[Na+].[N+](C(C)C)([O-])=[O:5].[Br:10][C:11]1[C:12]([CH3:20])=[N:13][C:14]([CH2:18]Br)=[CH:15][C:16]=1[CH3:17]. Product: [Br:10][C:11]1[C:16]([CH3:17])=[CH:15][C:14]([CH:18]=[O:5])=[N:13][C:12]=1[CH3:20]. The catalyst class is: 5. (3) Reactant: [CH:1]([CH:4]1[C:13]2[C:9](=[CH:10][N:11](CC3C=CC(OC)=CC=3)[N:12]=2)[C:8]2[N:23]=[C:24]([NH:26][C:27]3[N:32]=[C:31]([CH3:33])[CH:30]=[CH:29][N:28]=3)[S:25][C:7]=2[CH2:6][O:5]1)([CH3:3])[CH3:2]. Product: [CH:1]([CH:4]1[C:13]2[C:9](=[CH:10][NH:11][N:12]=2)[C:8]2[N:23]=[C:24]([NH:26][C:27]3[N:32]=[C:31]([CH3:33])[CH:30]=[CH:29][N:28]=3)[S:25][C:7]=2[CH2:6][O:5]1)([CH3:3])[CH3:2]. The catalyst class is: 484.